Dataset: Full USPTO retrosynthesis dataset with 1.9M reactions from patents (1976-2016). Task: Predict the reactants needed to synthesize the given product. Given the product [C:11]([CH2:10][C@@H:9]([NH:5][C:6](=[O:8])[O:7][C:26]([CH3:29])([CH3:28])[CH3:27])[CH3:13])#[N:12], predict the reactants needed to synthesize it. The reactants are: CC([N:5]([C@@H:9]([CH3:13])[CH2:10][C:11]#[N:12])[C:6](=[O:8])[O-:7])(C)C.CS(OC[C@@H](NC(O[C:26]([CH3:29])([CH3:28])[CH3:27])=O)C)(=O)=O.[C-]#N.[K+].C1OCCOCCOCCOCCOCCOC1.